The task is: Regression. Given a target protein amino acid sequence and a drug SMILES string, predict the binding affinity score between them. We predict pKi (pKi = -log10(Ki in M); higher means stronger inhibition). Dataset: bindingdb_ki.. This data is from Drug-target binding data from BindingDB using Ki measurements. (1) The compound is NC(=NCc1ccccc1)NC(=O)c1nc(Cl)c(N)nc1N. The target protein (P01150) has sequence MPGPWLLLALALIFTLTGIPESCALPEAAQEEGAVTPDLPGLENVQVRPERRFLWKDLQRVRGDLGAALDSWITKRQHPGKREEEEKDIEAEERGDLGEGGAWRLHKRQHPGRRANQDKYSWADEEDSDWMPRSWLPDFFLDSWFSDVPQVKRQHPGRRSFPWMESDVTKRQHPGRRFIDPELQRSWEEKEGEGVLMPEKRQHPGKRALGHPCGPQGTCGQTGLLQLLGDLSRGQETLVKQSPQVEPWDKEPLEE. The pKi is 5.0. (2) The pKi is 8.5. The small molecule is CC[C@H](C)[C@@H](CO)NS(=O)(=O)c1ccccc1-c1ccc(-c2cnc(N)cn2)c(F)c1. The target protein (P39748) has sequence MGIQGLAKLIADVAPSAIRENDIKSYFGRKVAIDASMSIYQFLIAVRQGGDVLQNEEGETTSHLMGMFYRTIRMMENGIKPVYVFDGKPPQLKSGELAKRSERRAEAEKQLQQAQAAGAEQEVEKFTKRLVKVTKQHNDECKHLLSLMGIPYLDAPSEAEASCAALVKAGKVYAAATEDMDCLTFGSPVLMRHLTASEAKKLPIQEFHLSRILQELGLNQEQFVDLCILLGSDYCESIRGIGPKRAVDLIQKHKSIEEIVRRLDPNKYPVPENWLHKEAHQLFLEPEVLDPESVELKWSEPNEEELIKFMCGEKQFSEERIRSGVKRLSKSRQGSTQGRLDDFFKVTGSLSSAKRKEPEPKGSTKKKAKTGAAGKFKRGK. (3) The target protein (Q9CQ65) has sequence MASGSACTAVKIGIIGGTGLDDPEILEGRTEKYVDTPFGKPSDALILGKIKNVDCVLLARHGRQHTIMPSKVNYQANIWALKEEGCTHVIVTTACGSLREEIQPGDMVIIDQFIDRTSLRPQTFYDGSHCSARGVCHIPMAEPFCPKTREVLIETAKKLGLRCHSKGTIVTIEGPRFSSRAESLIFRTWGADVVNMTTVPEVVLAKEAGICYASIAMATDYDCWKEHEEAVSVDGVLKTMKENANKAKSLLLTTIPQIGSMEWSETLRNLKNMAQFSVLPPRH. The small molecule is Nc1ncnc2c1ncn2C1O[C@H](CSCCCl)[C@@H](O)[C@H]1O. The pKi is 4.9.